The task is: Regression. Given a peptide amino acid sequence and an MHC pseudo amino acid sequence, predict their binding affinity value. This is MHC class I binding data.. This data is from Peptide-MHC class I binding affinity with 185,985 pairs from IEDB/IMGT. The peptide sequence is ILYYGANGST. The MHC is HLA-A02:03 with pseudo-sequence HLA-A02:03. The binding affinity (normalized) is 0.661.